Dataset: Full USPTO retrosynthesis dataset with 1.9M reactions from patents (1976-2016). Task: Predict the reactants needed to synthesize the given product. (1) Given the product [OH:8][C:9]1[CH:21]=[C:20]2[C:12]([C:13]3[CH:14]=[CH:15][C:16]([N:22]([CH3:25])[CH:23]=[O:24])=[CH:17][C:18]=3[NH:19]2)=[CH:11][CH:10]=1, predict the reactants needed to synthesize it. The reactants are: C([O:8][C:9]1[CH:21]=[C:20]2[C:12]([C:13]3[CH:14]=[CH:15][C:16]([N:22]([CH3:25])[CH:23]=[O:24])=[CH:17][C:18]=3[NH:19]2)=[CH:11][CH:10]=1)C1C=CC=CC=1. (2) Given the product [NH2:16][C:10]1([C:13]#[N:14])[CH2:11][N:8]([CH2:1][C:2]2[CH:7]=[CH:6][CH:5]=[CH:4][CH:3]=2)[CH2:9]1, predict the reactants needed to synthesize it. The reactants are: [CH2:1]([N:8]1[CH2:11][C:10](=O)[CH2:9]1)[C:2]1[CH:7]=[CH:6][CH:5]=[CH:4][CH:3]=1.[C-:13]#[N:14].[K+].[NH4+:16].[Cl-]. (3) Given the product [CH3:7][C:3]1[NH:2][C:13]2[CH2:14][C:9]([CH3:8])([CH3:17])[CH2:10][C:11](=[O:16])[C:12]=2[C:4]=1[CH3:5], predict the reactants needed to synthesize it. The reactants are: O/[N:2]=[C:3](\[CH3:7])/[C:4](=O)[CH3:5].[CH3:8][C:9]1([CH3:17])[CH2:14][C:13](=O)[CH2:12][C:11](=[O:16])[CH2:10]1. (4) Given the product [C:17]([O:21][C:22](=[O:31])[NH:23][C@@H:24]([CH2:27][CH:28]([CH3:29])[CH3:30])[CH2:25][O:26][C:2]1[CH:3]=[CH:4][C:5]2[C:15]3[C:10](=[CH:11][N:12]=[C:13]([CH3:16])[CH:14]=3)[CH2:9][O:8][C:6]=2[CH:7]=1)([CH3:20])([CH3:19])[CH3:18], predict the reactants needed to synthesize it. The reactants are: Cl[C:2]1[CH:3]=[CH:4][C:5]2[C:15]3[C:10](=[CH:11][N:12]=[C:13]([CH3:16])[CH:14]=3)[CH2:9][O:8][C:6]=2[CH:7]=1.[C:17]([O:21][C:22](=[O:31])[NH:23][C@@H:24]([CH2:27][CH:28]([CH3:30])[CH3:29])[CH2:25][OH:26])([CH3:20])([CH3:19])[CH3:18].C([O-])([O-])=O.[Cs+].[Cs+].C(P(C(C)(C)C)C1C=CC=CC=1C1C(C(C)C)=CC(C(C)C)=CC=1C(C)C)(C)(C)C. (5) The reactants are: [Br:1][C:2]1[CH:7]=[C:6]([F:8])[CH:5]=[CH:4][C:3]=1[CH:9]([OH:14])[C:10]([F:13])([F:12])[F:11].C1OCCOCCOCCOCCOCCOC1. Given the product [Br:1][C:2]1[CH:7]=[C:6]([F:8])[CH:5]=[CH:4][C:3]=1[C:9](=[O:14])[C:10]([F:11])([F:12])[F:13], predict the reactants needed to synthesize it. (6) Given the product [OH:21][C:7]1[C:6]([C:4]([NH:22][CH2:23][C:24]([OH:26])=[O:25])=[O:5])=[N:11][CH:10]=[C:9]2[O:12][N:13]=[C:14]([C:15]3[CH:16]=[CH:17][CH:18]=[CH:19][CH:20]=3)[C:8]=12, predict the reactants needed to synthesize it. The reactants are: C(O[C:4]([C:6]1[C:7]([OH:21])=[C:8]2[C:14]([C:15]3[CH:20]=[CH:19][CH:18]=[CH:17][CH:16]=3)=[N:13][O:12][C:9]2=[CH:10][N:11]=1)=[O:5])C.[NH2:22][CH2:23][C:24]([OH:26])=[O:25].C[O-].[Na+]. (7) Given the product [NH2:1][C:2]1[N:10]=[C:9]2[C:5]([N:6]=[CH:7][N:8]2[C@@H:11]2[O:17][C@H:16]([CH2:18][OH:19])[C@@H:14]([OH:15])[C@@:12]2([CH3:20])[OH:13])=[C:4]([NH:25][CH2:24][C:23]([F:27])([F:26])[F:22])[N:3]=1, predict the reactants needed to synthesize it. The reactants are: [NH2:1][C:2]1[N:10]=[C:9]2[C:5]([N:6]=[CH:7][N:8]2[C@@H:11]2[O:17][C@H:16]([CH2:18][OH:19])[C@@H:14]([OH:15])[C@@:12]2([CH3:20])[OH:13])=[C:4](Cl)[N:3]=1.[F:22][C:23]([F:27])([F:26])[CH2:24][NH2:25]. (8) Given the product [CH2:1]([O:8][CH2:9][C:10]1[C:15]([C:36]2[CH:37]=[CH:38][C:33]([F:32])=[CH:34][CH:35]=2)=[N:14][C:13]([CH3:17])=[C:12]2[O:18][C:19]([CH3:23])([CH3:22])[O:20][CH2:21][C:11]=12)[C:2]1[CH:7]=[CH:6][CH:5]=[CH:4][CH:3]=1, predict the reactants needed to synthesize it. The reactants are: [CH2:1]([O:8][CH2:9][C:10]1[CH:15]=[N+:14]([O-])[C:13]([CH3:17])=[C:12]2[O:18][C:19]([CH3:23])([CH3:22])[O:20][CH2:21][C:11]=12)[C:2]1[CH:7]=[CH:6][CH:5]=[CH:4][CH:3]=1.C(OC(Cl)=O)C(C)C.[F:32][C:33]1[CH:38]=[CH:37][C:36]([Mg]Br)=[CH:35][CH:34]=1.